Dataset: Catalyst prediction with 721,799 reactions and 888 catalyst types from USPTO. Task: Predict which catalyst facilitates the given reaction. (1) Reactant: [NH2:1][C:2]1[CH:7]=[CH:6][N:5]=[CH:4][C:3]=1[Cl:8].C[Si]([N-][Si](C)(C)C)(C)C.[Na+].[O:19](C(OC(C)(C)C)=O)[C:20]([O:22][C:23]([CH3:26])([CH3:25])[CH3:24])=O.Cl. Product: [C:23]([O:22][C:20](=[O:19])[NH:1][C:2]1[CH:7]=[CH:6][N:5]=[CH:4][C:3]=1[Cl:8])([CH3:26])([CH3:25])[CH3:24]. The catalyst class is: 1. (2) Reactant: [CH2:1]([N:8]([CH2:23][C:24]1[CH:32]=[CH:31][C:27]([C:28]([O-:30])=[O:29])=[CH:26][CH:25]=1)[S:9]([C:12]1[CH:17]=[CH:16][C:15]([O:18][C:19]([F:22])([F:21])[F:20])=[CH:14][CH:13]=1)(=[O:11])=[O:10])[C:2]1[CH:7]=[CH:6][CH:5]=[CH:4][CH:3]=1.O.[OH-].[Li+]. Product: [CH2:1]([N:8]([CH2:23][C:24]1[CH:25]=[CH:26][C:27]([C:28]([OH:30])=[O:29])=[CH:31][CH:32]=1)[S:9]([C:12]1[CH:13]=[CH:14][C:15]([O:18][C:19]([F:22])([F:21])[F:20])=[CH:16][CH:17]=1)(=[O:10])=[O:11])[C:2]1[CH:3]=[CH:4][CH:5]=[CH:6][CH:7]=1. The catalyst class is: 87. (3) Reactant: Br[C:2]1[CH:7]=[C:6](Br)[CH:5]=[C:4]([Br:9])[CH:3]=1.[CH3:10][C:11]1[CH:23]=[CH:22][C:14]([NH:15][C:16]2[CH:21]=[CH:20][CH:19]=[CH:18][CH:17]=2)=[CH:13][CH:12]=1.[CH:37]1[CH:42]=[CH:41][C:40](P([C:37]2[CH:42]=[CH:41][CH:40]=[CH:39][CH:38]=2)[C:37]2[CH:42]=[CH:41][CH:40]=[CH:39][CH:38]=2)=[CH:39][CH:38]=1.[CH3:43][C:44]([O-])([CH3:46])[CH3:45].[Na+]. Product: [Br:9][C:4]1[CH:5]=[C:6]([N:15]([C:37]2[CH:38]=[CH:39][CH:40]=[CH:41][CH:42]=2)[C:14]2[CH:22]=[CH:45][C:44]([CH3:46])=[CH:43][CH:13]=2)[CH:7]=[C:2]([N:15]([C:16]2[CH:21]=[CH:20][CH:19]=[CH:18][CH:17]=2)[C:14]2[CH:22]=[CH:23][C:11]([CH3:10])=[CH:12][CH:13]=2)[CH:3]=1. The catalyst class is: 187.